This data is from Catalyst prediction with 721,799 reactions and 888 catalyst types from USPTO. The task is: Predict which catalyst facilitates the given reaction. (1) Reactant: [NH2:1][C:2]1[N:6]=[C:5]([NH2:7])[NH:4][N:3]=1.[C:8]12([CH2:18][S:19](O)(=O)=O)C(C)(C)[CH:12]([CH2:13][CH2:14]1)[CH2:11][C:9]2=O. Product: [S:19]1[CH:18]=[CH:8][CH:9]=[C:11]1[C:12]1[N:3]2[N:4]=[C:5]([NH2:7])[N:6]=[C:2]2[N:1]=[CH:14][CH:13]=1. The catalyst class is: 11. (2) Reactant: [Br:1][C:2]1[CH:7]=[CH:6][C:5]([S:8]([N:11]([CH2:13][C:14]2[O:18][CH:17]=[C:16]([C:19](O)=[O:20])[CH:15]=2)[CH3:12])(=[O:10])=[O:9])=[C:4]([CH2:22][CH3:23])[CH:3]=1.C1N=CN(C(N2C=NC=C2)=O)C=1.[N:36]1([CH2:41][C:42]2[CH:43]=[C:44]([CH2:48][NH2:49])[CH:45]=[CH:46][CH:47]=2)[CH2:40][CH2:39][CH2:38][CH2:37]1. Product: [Br:1][C:2]1[CH:7]=[CH:6][C:5]([S:8]([N:11]([CH2:13][C:14]2[O:18][CH:17]=[C:16]([C:19]([NH:49][CH2:48][C:44]3[CH:45]=[CH:46][CH:47]=[C:42]([CH2:41][N:36]4[CH2:40][CH2:39][CH2:38][CH2:37]4)[CH:43]=3)=[O:20])[CH:15]=2)[CH3:12])(=[O:9])=[O:10])=[C:4]([CH2:22][CH3:23])[CH:3]=1. The catalyst class is: 26. (3) Reactant: C([O:3][C:4](=[O:35])[CH2:5][O:6][C:7]1[CH:12]=[CH:11][C:10]([S:13][C:14]2[CH:19]=[C:18]([C:20]#[C:21][C:22]3[CH:27]=[CH:26][CH:25]=[CH:24][CH:23]=3)[CH:17]=[C:16]([O:28][CH:29]3[CH2:33][CH2:32][CH2:31][CH2:30]3)[CH:15]=2)=[CH:9][C:8]=1[CH3:34])C.[OH-].[Na+].Cl. Product: [CH:29]1([O:28][C:16]2[CH:15]=[C:14]([S:13][C:10]3[CH:11]=[CH:12][C:7]([O:6][CH2:5][C:4]([OH:35])=[O:3])=[C:8]([CH3:34])[CH:9]=3)[CH:19]=[C:18]([C:20]#[C:21][C:22]3[CH:23]=[CH:24][CH:25]=[CH:26][CH:27]=3)[CH:17]=2)[CH2:30][CH2:31][CH2:32][CH2:33]1. The catalyst class is: 8. (4) Reactant: [F:1][C:2]1[CH:7]=[CH:6][CH:5]=[CH:4][C:3]=1[OH:8].[Br:9][CH2:10][CH2:11][CH2:12]Br.C(=O)([O-])[O-].[K+].[K+]. Product: [Br:9][CH2:10][CH2:11][CH2:12][O:8][C:3]1[CH:4]=[CH:5][CH:6]=[CH:7][C:2]=1[F:1]. The catalyst class is: 10. (5) Reactant: [CH3:1][C:2]([C:13]1[CH:18]=[CH:17][CH:16]=[CH:15][CH:14]=1)([CH3:12])[CH2:3][NH:4][C:5](=[O:11])[O:6][C:7]([CH3:10])([CH3:9])[CH3:8].[CH2:19](Br)[CH:20]=[CH2:21]. Product: [CH2:21]([N:4]([CH2:3][C:2]([CH3:1])([C:13]1[CH:14]=[CH:15][CH:16]=[CH:17][CH:18]=1)[CH3:12])[C:5](=[O:11])[O:6][C:7]([CH3:8])([CH3:9])[CH3:10])[CH:20]=[CH2:19]. The catalyst class is: 3. (6) Reactant: [C:1]([O:5][C:6]([N:8]1[CH2:13][CH2:12][C:11](=O)[CH2:10][CH2:9]1)=[O:7])([CH3:4])([CH3:3])[CH3:2].Cl.[F:16][C:17]1([F:21])[CH2:20][NH:19][CH2:18]1.C(O[BH-](OC(=O)C)OC(=O)C)(=O)C.[Na+]. Product: [C:1]([O:5][C:6]([N:8]1[CH2:13][CH2:12][CH:11]([N:19]2[CH2:20][C:17]([F:21])([F:16])[CH2:18]2)[CH2:10][CH2:9]1)=[O:7])([CH3:4])([CH3:3])[CH3:2]. The catalyst class is: 26. (7) Reactant: [CH2:1]([C:8]1[C:9]([NH:22][C:23](=[S:33])[CH2:24][C:25]2[CH:30]=[CH:29][C:28]([O:31]C)=[CH:27][CH:26]=2)=[N:10][CH:11]=[C:12]([C:14]2[CH:19]=[CH:18][C:17]([O:20]C)=[CH:16][CH:15]=2)[N:13]=1)[C:2]1[CH:7]=[CH:6][CH:5]=[CH:4][CH:3]=1.B(Br)(Br)Br.C(=O)(O)[O-].[Na+].CCCCCC. Product: [CH2:1]([C:8]1[C:9]([NH:22][C:23](=[S:33])[CH2:24][C:25]2[CH:26]=[CH:27][C:28]([OH:31])=[CH:29][CH:30]=2)=[N:10][CH:11]=[C:12]([C:14]2[CH:19]=[CH:18][C:17]([OH:20])=[CH:16][CH:15]=2)[N:13]=1)[C:2]1[CH:3]=[CH:4][CH:5]=[CH:6][CH:7]=1. The catalyst class is: 96. (8) Reactant: [H-].[H-].[H-].[H-].[Li+].[Al+3].[OH:7][C:8]1[CH:13]=[CH:12][C:11]([CH2:14][CH2:15][C:16](O)=[O:17])=[CH:10][CH:9]=1.Cl. Product: [OH:7][C:8]1[CH:9]=[CH:10][C:11]([CH2:14][CH2:15][CH2:16][OH:17])=[CH:12][CH:13]=1. The catalyst class is: 20. (9) Reactant: [H-].[Na+].[CH3:3][C:4]1[N:8]2[C:9]3[CH:15]=[C:14]([CH3:16])[NH:13][C:10]=3[CH:11]=[CH:12][C:7]2=[N:6][N:5]=1.[CH3:17][O:18][C:19]1[CH:26]=[CH:25][C:22]([CH2:23]Cl)=[CH:21][CH:20]=1. Product: [CH3:17][O:18][C:19]1[CH:26]=[CH:25][C:22]([CH2:23][N:13]2[C:10]3[CH:11]=[CH:12][C:7]4[N:8]([C:4]([CH3:3])=[N:5][N:6]=4)[C:9]=3[CH:15]=[C:14]2[CH3:16])=[CH:21][CH:20]=1. The catalyst class is: 3. (10) Reactant: [CH2:1]([C:5]1[CH:14]=[C:13]([CH2:15][CH:16]([CH3:18])[CH3:17])[CH:12]=[C:11]2[C:6]=1[CH:7]=[CH:8][N:9]=[CH:10]2)[CH:2]([CH3:4])[CH3:3].[CH3:19][C:20]1[CH:21]=[C:22]([Mg]Br)[CH:23]=[C:24]([CH3:26])[CH:25]=1.C(C1C(=O)C(Cl)=C(Cl)C(=O)C=1C#N)#N. Product: [CH3:19][C:20]1[CH:21]=[C:22]([C:10]2[C:11]3[C:6](=[C:5]([CH2:1][CH:2]([CH3:4])[CH3:3])[CH:14]=[C:13]([CH2:15][CH:16]([CH3:18])[CH3:17])[CH:12]=3)[CH:7]=[CH:8][N:9]=2)[CH:23]=[C:24]([CH3:26])[CH:25]=1. The catalyst class is: 1.